Dataset: Forward reaction prediction with 1.9M reactions from USPTO patents (1976-2016). Task: Predict the product of the given reaction. (1) Given the reactants [Br:1][C:2]1(Br)[CH:11]([CH3:12])[CH2:10][C:9]2[C:4](=[CH:5][CH:6]=[C:7]([O:13][CH3:14])[CH:8]=2)[C:3]1=[O:15].N12CCCN=C1CCCCC2, predict the reaction product. The product is: [Br:1][C:2]1[C:11]([CH3:12])=[CH:10][C:9]2[C:4](=[CH:5][CH:6]=[C:7]([O:13][CH3:14])[CH:8]=2)[C:3]=1[OH:15]. (2) Given the reactants [C:1]([C:3]([C:6]1[CH:7]=[C:8]([CH:21]=[CH:22][CH:23]=1)[C:9]([NH:11][C:12]1[CH:17]=[CH:16][C:15]([O:18][CH3:19])=[C:14]([OH:20])[CH:13]=1)=[O:10])([CH3:5])[CH3:4])#[N:2].F[C:25]1[CH:30]=[CH:29][C:28]([N+:31]([O-:33])=[O:32])=[CH:27][CH:26]=1.C(=O)([O-])[O-].[K+].[K+], predict the reaction product. The product is: [C:1]([C:3]([C:6]1[CH:7]=[C:8]([CH:21]=[CH:22][CH:23]=1)[C:9]([NH:11][C:12]1[CH:17]=[CH:16][C:15]([O:18][CH3:19])=[C:14]([O:20][C:25]2[CH:30]=[CH:29][C:28]([N+:31]([O-:33])=[O:32])=[CH:27][CH:26]=2)[CH:13]=1)=[O:10])([CH3:5])[CH3:4])#[N:2].